Predict the product of the given reaction. From a dataset of Forward reaction prediction with 1.9M reactions from USPTO patents (1976-2016). (1) Given the reactants [Cl:1][C:2]1[N:7]=[C:6]([NH:8][C:9]2[CH:14]=[C:13]([O:15][CH2:16][C:17]3[C:22]([O:23][CH3:24])=[CH:21][CH:20]=[C:19]([F:25])[C:18]=3[F:26])[C:12]([O:27][CH3:28])=[CH:11][C:10]=2[Cl:29])[C:5]([N+:30]([O-])=O)=[CH:4][CH:3]=1.CO.[BH4-].[Na+].C(=O)([O-])O.[Na+], predict the reaction product. The product is: [NH2:30][C:5]1[C:6]([NH:8][C:9]2[CH:14]=[C:13]([O:15][CH2:16][C:17]3[C:22]([O:23][CH3:24])=[CH:21][CH:20]=[C:19]([F:25])[C:18]=3[F:26])[C:12]([O:27][CH3:28])=[CH:11][C:10]=2[Cl:29])=[N:7][C:2]([Cl:1])=[CH:3][CH:4]=1. (2) Given the reactants C[O:2][C:3](=O)[C:4]1[CH:9]=[CH:8][N:7]=[C:6]([N:10]2[CH2:15][CH2:14][N:13]([C:16](=[O:28])[C:17]3[CH:22]=[C:21]([F:23])[CH:20]=[CH:19][C:18]=3[C:24]([F:27])([F:26])[F:25])[CH2:12][CH2:11]2)[CH:5]=1.[CH2:30]([NH2:36])[CH2:31][CH2:32][CH2:33][CH2:34][CH3:35].[C-]#N.[Na+], predict the reaction product. The product is: [F:23][C:21]1[CH:20]=[CH:19][C:18]([C:24]([F:26])([F:25])[F:27])=[C:17]([CH:22]=1)[C:16]([N:13]1[CH2:12][CH2:11][N:10]([C:6]2[CH:5]=[C:4]([CH:9]=[CH:8][N:7]=2)[C:3]([NH:36][CH2:30][CH2:31][CH2:32][CH2:33][CH2:34][CH3:35])=[O:2])[CH2:15][CH2:14]1)=[O:28].